The task is: Regression. Given two drug SMILES strings and cell line genomic features, predict the synergy score measuring deviation from expected non-interaction effect.. This data is from NCI-60 drug combinations with 297,098 pairs across 59 cell lines. Synergy scores: CSS=7.49, Synergy_ZIP=-2.04, Synergy_Bliss=-0.752, Synergy_Loewe=-0.418, Synergy_HSA=-0.567. Drug 1: CS(=O)(=O)C1=CC(=C(C=C1)C(=O)NC2=CC(=C(C=C2)Cl)C3=CC=CC=N3)Cl. Cell line: OVCAR-4. Drug 2: CC1=CC=C(C=C1)C2=CC(=NN2C3=CC=C(C=C3)S(=O)(=O)N)C(F)(F)F.